Predict the reaction yield, written as a fraction of the theoretical maximum amount of product (1.0 means a 100% yield; for example, 0.34 means a 34% yield). From a dataset of Reaction yield outcomes from USPTO patents with 853,638 reactions. No catalyst specified. The product is [NH2:14][C@@H:15]1[CH2:20][CH2:19][C@H:18]([N:21]2[C:26](=[O:27])[C:25]3[CH:28]=[CH:29][CH:30]=[N:31][C:24]=3[N:23]([CH:32]3[CH2:33][CH2:34][S:35][CH2:36][CH2:37]3)[C:22]2=[O:38])[CH2:17][CH2:16]1. The reactants are Cl.O1CCOCC1.C(OC(=O)[NH:14][CH:15]1[CH2:20][CH2:19][CH:18]([N:21]2[C:26](=[O:27])[C:25]3[CH:28]=[CH:29][CH:30]=[N:31][C:24]=3[N:23]([CH:32]3[CH2:37][CH2:36][S:35][CH2:34][CH2:33]3)[C:22]2=[O:38])[CH2:17][CH2:16]1)(C)(C)C. The yield is 1.00.